Dataset: Full USPTO retrosynthesis dataset with 1.9M reactions from patents (1976-2016). Task: Predict the reactants needed to synthesize the given product. (1) Given the product [CH3:21][O:20][C:18](=[O:19])[C:16]1[CH:15]=[C:11]([CH2:12][OH:13])[CH:10]=[C:9]([O:8][CH2:1][C:2]2[CH:7]=[CH:6][CH:5]=[CH:4][CH:3]=2)[CH:17]=1, predict the reactants needed to synthesize it. The reactants are: [CH2:1]([O:8][C:9]1[CH:10]=[C:11]([CH:15]=[C:16]([C:18]([O:20][CH3:21])=[O:19])[CH:17]=1)[C:12](O)=[O:13])[C:2]1[CH:7]=[CH:6][CH:5]=[CH:4][CH:3]=1. (2) Given the product [N:1]1([C:7]2[CH:8]=[CH:9][C:10]([C:13]3[CH:22]=[C:21]4[C:16]([CH:17]=[CH:18][CH:19]=[N:20]4)=[C:15]([N:23]4[CH2:28][CH2:27][N:26]([C:34]([NH2:35])=[O:33])[CH2:25][CH2:24]4)[N:14]=3)=[CH:11][CH:12]=2)[CH2:6][CH2:5][O:4][CH2:3][CH2:2]1, predict the reactants needed to synthesize it. The reactants are: [N:1]1([C:7]2[CH:12]=[CH:11][C:10]([C:13]3[CH:22]=[C:21]4[C:16]([CH:17]=[CH:18][CH:19]=[N:20]4)=[C:15]([N:23]4[CH2:28][CH2:27][NH:26][CH2:25][CH2:24]4)[N:14]=3)=[CH:9][CH:8]=2)[CH2:6][CH2:5][O:4][CH2:3][CH2:2]1.C(O)(=O)C.[O-:33][C:34]#[N:35].[K+].